Dataset: CYP3A4 inhibition data for predicting drug metabolism from PubChem BioAssay. Task: Regression/Classification. Given a drug SMILES string, predict its absorption, distribution, metabolism, or excretion properties. Task type varies by dataset: regression for continuous measurements (e.g., permeability, clearance, half-life) or binary classification for categorical outcomes (e.g., BBB penetration, CYP inhibition). Dataset: cyp3a4_veith. (1) The compound is O=C(N/N=C1/C[C@@H](O)[C@@H](O)[C@@H]2[C@@H]3C(=O)N(Cc4ccccc4)C(=O)[C@H]3CC[C@@H]12)OCc1ccccc1. The result is 0 (non-inhibitor). (2) The compound is Cc1ccc(S(=O)(=O)NCCn2c(C)cc3ccccc32)cc1. The result is 1 (inhibitor). (3) The drug is CCn1c(SCc2ccc(Cl)cc2Cl)nc2nc3c(cc2c1=O)CCCC3. The result is 1 (inhibitor). (4) The molecule is CCN[C@@H]1CN(CCCOC)S(=O)(=O)c2sc(S(N)(=O)=O)cc21. The result is 0 (non-inhibitor). (5) The molecule is O=C(O)CNC(=O)c1ccccc1O. The result is 0 (non-inhibitor). (6) The compound is Cc1nc2cnc(N3CCOCC3)nc2n(CCc2ccccc2)c1=O. The result is 1 (inhibitor). (7) The drug is Cc1cccc(Cn2cnc3c(nnn3Cc3ccc(Cl)cc3)c2=O)c1. The result is 1 (inhibitor).